This data is from Reaction yield outcomes from USPTO patents with 853,638 reactions. The task is: Predict the reaction yield, written as a fraction of the theoretical maximum amount of product (1.0 means a 100% yield; for example, 0.34 means a 34% yield). (1) The reactants are [Cl-].O[NH3+:3].[C:4](=[O:7])([O-])[OH:5].[Na+].CS(C)=O.[CH2:13]([C:17]1[N:18]=[C:19]([CH3:48])[N:20]([CH2:39][C:40]2[CH:45]=[C:44]([F:46])[CH:43]=[CH:42][C:41]=2[F:47])[C:21](=[O:38])[C:22]=1[CH2:23][C:24]1[CH:29]=[CH:28][C:27]([C:30]2[C:31]([C:36]#[N:37])=[CH:32][CH:33]=[CH:34][CH:35]=2)=[CH:26][CH:25]=1)[CH2:14][CH2:15][CH3:16]. The catalyst is C(OCC)(=O)C. The product is [CH2:13]([C:17]1[N:18]=[C:19]([CH3:48])[N:20]([CH2:39][C:40]2[CH:45]=[C:44]([F:46])[CH:43]=[CH:42][C:41]=2[F:47])[C:21](=[O:38])[C:22]=1[CH2:23][C:24]1[CH:25]=[CH:26][C:27]([C:30]2[CH:35]=[CH:34][CH:33]=[CH:32][C:31]=2[C:36]2[NH:3][C:4](=[O:7])[O:5][N:37]=2)=[CH:28][CH:29]=1)[CH2:14][CH2:15][CH3:16]. The yield is 0.680. (2) The reactants are Cl[C:2]1[C:11]([CH3:12])=[CH:10][C:9]2[C:4](=[CH:5][CH:6]=[C:7]([O:13][CH3:14])[CH:8]=2)[N:3]=1.[CH3:15][O:16][C:17]([C:19]1[CH:24]=[CH:23][C:22](B(O)O)=[CH:21][CH:20]=1)=[O:18].CN(C=O)C. The catalyst is O.C1C=CC(P(C2C=CC=CC=2)[C-]2C=CC=C2)=CC=1.C1C=CC(P(C2C=CC=CC=2)[C-]2C=CC=C2)=CC=1.Cl[Pd]Cl.[Fe+2]. The product is [CH3:14][O:13][C:7]1[CH:8]=[C:9]2[C:4](=[CH:5][CH:6]=1)[N:3]=[C:2]([C:22]1[CH:23]=[CH:24][C:19]([C:17]([O:16][CH3:15])=[O:18])=[CH:20][CH:21]=1)[C:11]([CH3:12])=[CH:10]2. The yield is 0.250. (3) The reactants are C([O:3][C:4](=[O:27])[CH2:5][O:6][C:7]1[CH:12]=[C:11]([F:13])[CH:10]=[CH:9][C:8]=1[C:14](=[O:26])[NH:15][CH2:16][C:17]1[CH:22]=[CH:21][CH:20]=[C:19]([N+:23]([O-:25])=[O:24])[CH:18]=1)C.[OH-].[Na+]. The catalyst is C(O)C. The product is [F:13][C:11]1[CH:10]=[CH:9][C:8]([C:14](=[O:26])[NH:15][CH2:16][C:17]2[CH:22]=[CH:21][CH:20]=[C:19]([N+:23]([O-:25])=[O:24])[CH:18]=2)=[C:7]([CH:12]=1)[O:6][CH2:5][C:4]([OH:27])=[O:3]. The yield is 0.980. (4) The reactants are [H-].[Na+].[NH:3]1[C:7]2[CH:8]=[CH:9][CH:10]=[CH:11][C:6]=2[N:5]=[C:4]1[C:12]1[C:13]([NH2:19])=[N:14][CH:15]=[C:16]([Br:18])[N:17]=1.[CH3:20][C:21]1[CH:26]=[CH:25][C:24]([S:27](Cl)(=[O:29])=[O:28])=[CH:23][CH:22]=1.[C:31](O[C:31]([O:33][C:34]([CH3:37])([CH3:36])[CH3:35])=[O:32])([O:33][C:34]([CH3:37])([CH3:36])[CH3:35])=[O:32]. The catalyst is CN(C1C=CN=CC=1)C.C(Cl)Cl. The product is [C:34]([O:33][C:31]([N:19]([C:13]1[C:12]([C:4]2[N:5]([S:27]([C:24]3[CH:25]=[CH:26][C:21]([CH3:20])=[CH:22][CH:23]=3)(=[O:29])=[O:28])[C:6]3[CH:11]=[CH:10][CH:9]=[CH:8][C:7]=3[N:3]=2)=[N:17][C:16]([Br:18])=[CH:15][N:14]=1)[C:31](=[O:32])[O:33][C:34]([CH3:37])([CH3:36])[CH3:35])=[O:32])([CH3:37])([CH3:36])[CH3:35]. The yield is 0.470. (5) The reactants are C[C:2]1(C)[O:6][C:5](=[CH:7][C:8]([N:10]([CH2:13][C:14]2[CH:19]=[CH:18][C:17]([CH3:20])=[C:16]([F:21])[CH:15]=2)[O:11][CH3:12])=[O:9])[C:4](=[O:22])[O:3]1. The catalyst is CO. The product is [CH3:2][O:3][C:4](=[O:22])[C:5]([OH:6])=[CH:7][C:8](=[O:9])[N:10]([CH2:13][C:14]1[CH:19]=[CH:18][C:17]([CH3:20])=[C:16]([F:21])[CH:15]=1)[O:11][CH3:12]. The yield is 0.490. (6) The reactants are [SH:1][C:2]1[S:3][CH:4]=[C:5]([C:7]2[CH:12]=[CH:11][CH:10]=[CH:9][CH:8]=2)[N:6]=1.C(=O)([O-])[O-].[K+].[K+].[C:19]([O:23][C:24]([N:26]1[CH2:31][CH2:30][CH2:29][CH:28]([CH2:32]I)[CH2:27]1)=[O:25])([CH3:22])([CH3:21])[CH3:20].O. The catalyst is CN(C)C=O. The product is [C:19]([O:23][C:24]([N:26]1[CH2:31][CH2:30][CH2:29][CH:28]([CH2:32][S:1][C:2]2[S:3][CH:4]=[C:5]([C:7]3[CH:12]=[CH:11][CH:10]=[CH:9][CH:8]=3)[N:6]=2)[CH2:27]1)=[O:25])([CH3:22])([CH3:20])[CH3:21]. The yield is 0.990.